From a dataset of Full USPTO retrosynthesis dataset with 1.9M reactions from patents (1976-2016). Predict the reactants needed to synthesize the given product. (1) Given the product [C:22]([CH2:21][CH:20]([N:24]1[CH:28]=[C:27]([C:29]2[C:30]3[CH:37]=[CH:36][NH:35][C:31]=3[N:32]=[CH:33][N:34]=2)[CH:26]=[N:25]1)[CH2:19][N:13]1[CH2:14][CH2:15][N:16]([C:7]([C:6]2[CH:10]=[CH:11][C:3]([C:1]#[N:2])=[CH:4][CH:5]=2)=[O:8])[CH2:17][CH2:18]1)#[N:23], predict the reactants needed to synthesize it. The reactants are: [C:1]([C:3]1[CH:11]=[CH:10][C:6]([C:7](Cl)=[O:8])=[CH:5][CH:4]=1)#[N:2].Cl.[N:13]1([CH2:19][CH:20]([N:24]2[CH:28]=[C:27]([C:29]3[C:30]4[CH:37]=[CH:36][N:35](COCC[Si](C)(C)C)[C:31]=4[N:32]=[CH:33][N:34]=3)[CH:26]=[N:25]2)[CH2:21][C:22]#[N:23])[CH2:18][CH2:17][NH:16][CH2:15][CH2:14]1.C(N(CC)CC)C.FC(F)(F)C(O)=O.C(N)CN. (2) The reactants are: [H-].[Na+].[Cl:3][C:4]1[CH:5]=[CH:6][C:7]([O:13][CH3:14])=[C:8]([C:10](=[O:12])[CH3:11])[CH:9]=1.[C:15](=O)([O:19]CC)[O:16][CH2:17][CH3:18].C(OCC)C. Given the product [Cl:3][C:4]1[CH:5]=[CH:6][C:7]([O:13][CH3:14])=[C:8]([C:10](=[O:12])[CH2:11][C:15]([O:16][CH2:17][CH3:18])=[O:19])[CH:9]=1, predict the reactants needed to synthesize it. (3) Given the product [CH3:1][O:2][C:3]1[CH:4]=[C:5]2[C:10](=[CH:11][C:12]=1[O:13][CH3:14])[N:9]=[CH:8][N:7]=[C:6]2[N:15]1[CH2:16][CH2:17][CH:18]([O:21][C:23](=[O:24])[NH:54][C:53]2[CH:55]=[CH:56][C:50]([O:49][CH:46]([CH3:48])[CH3:47])=[CH:51][CH:52]=2)[CH2:19][CH2:20]1, predict the reactants needed to synthesize it. The reactants are: [CH3:1][O:2][C:3]1[CH:4]=[C:5]2[C:10](=[CH:11][C:12]=1[O:13][CH3:14])[N:9]=[CH:8][N:7]=[C:6]2[N:15]1[CH2:20][CH2:19][CH:18]([OH:21])[CH2:17][CH2:16]1.Cl[C:23](OC1C=CC([N+]([O-])=O)=CC=1)=[O:24].C(N(CC)CC)C.ClC(Cl)C.[CH:46]([O:49][C:50]1[CH:56]=[CH:55][C:53]([NH2:54])=[CH:52][CH:51]=1)([CH3:48])[CH3:47]. (4) The reactants are: C(O)=O.[Cl:4][C:5]1[C:6]([C:17]2[N:21]([CH3:22])[C:20]3[CH:23]=[CH:24][CH:25]=[CH:26][C:19]=3[N:18]=2)=[N:7][C:8]([N:11]2[CH2:16][CH2:15][NH:14][CH2:13][CH2:12]2)=[CH:9][CH:10]=1.[S:27](Cl)([CH3:30])(=[O:29])=[O:28].CCN(C(C)C)C(C)C. Given the product [Cl:4][C:5]1[C:6]([C:17]2[N:21]([CH3:22])[C:20]3[CH:23]=[CH:24][CH:25]=[CH:26][C:19]=3[N:18]=2)=[N:7][C:8]([N:11]2[CH2:12][CH2:13][N:14]([S:27]([CH3:30])(=[O:29])=[O:28])[CH2:15][CH2:16]2)=[CH:9][CH:10]=1, predict the reactants needed to synthesize it. (5) The reactants are: [NH2:1][C:2]1[C:10]([CH3:11])=[CH:9][CH:8]=[CH:7][C:3]=1[C:4](O)=[O:5].C([N:14]=C=NCCCN(C)C)C.[Cl-].[NH4+].C(N(C(C)C)CC)(C)C. Given the product [NH2:1][C:2]1[C:10]([CH3:11])=[CH:9][CH:8]=[CH:7][C:3]=1[C:4]([NH2:14])=[O:5], predict the reactants needed to synthesize it. (6) Given the product [NH2:22][C:6]1[CH:5]=[C:4]([CH:1]2[CH2:3][CH2:2]2)[CH:21]=[CH:20][C:7]=1[NH:8][C:9]1[CH:14]=[CH:13][CH:12]=[C:11]([C:15]2[S:16][CH:17]=[CH:18][N:19]=2)[CH:10]=1, predict the reactants needed to synthesize it. The reactants are: [CH:1]1([C:4]2[CH:21]=[CH:20][C:7]([NH:8][C:9]3[CH:14]=[CH:13][CH:12]=[C:11]([C:15]4[S:16][CH:17]=[CH:18][N:19]=4)[CH:10]=3)=[C:6]([N+:22]([O-])=O)[CH:5]=2)[CH2:3][CH2:2]1.